From a dataset of Reaction yield outcomes from USPTO patents with 853,638 reactions. Predict the reaction yield, written as a fraction of the theoretical maximum amount of product (1.0 means a 100% yield; for example, 0.34 means a 34% yield). (1) The reactants are [NH2:1][C:2]1[N:10]=[C:9]([I:11])[N:8]=[C:7]2[C:3]=1[N:4]=[CH:5][N:6]2[C@H:12]1[C@H:19]2[C@@H:15]([O:16]C(C)(C)[O:18]2)[C@@H:14]([C:22]([OH:24])=[O:23])[O:13]1. The catalyst is C(O)=O. The product is [NH2:1][C:2]1[N:10]=[C:9]([I:11])[N:8]=[C:7]2[C:3]=1[N:4]=[CH:5][N:6]2[C@@H:12]1[O:13][C@H:14]([C:22]([OH:24])=[O:23])[C@@H:15]([OH:16])[C@H:19]1[OH:18]. The yield is 0.850. (2) The reactants are [F:1][C:2]1[N:12]=[CH:11][C:5]2[NH:6][C:7](=O)[N:8]=[CH:9][C:4]=2[CH:3]=1.S(Cl)(Cl)=O.[Cl:17][C:18]1[CH:19]=[C:20]([CH:22]=[CH:23][C:24]=1[O:25][CH2:26][C:27]1[CH:32]=[CH:31][CH:30]=[CH:29][N:28]=1)[NH2:21]. The catalyst is CN(C=O)C.CC(N(C)C)=O. The product is [Cl:17][C:18]1[CH:19]=[C:20]([NH:21][C:9]2[C:4]3[CH:3]=[C:2]([F:1])[N:12]=[CH:11][C:5]=3[N:6]=[CH:7][N:8]=2)[CH:22]=[CH:23][C:24]=1[O:25][CH2:26][C:27]1[CH:32]=[CH:31][CH:30]=[CH:29][N:28]=1. The yield is 0.830. (3) The reactants are O[C:2]1[N:7]2[N:8]=[CH:9][CH:10]=[C:6]2[N:5]=[CH:4][CH:3]=1.P(Cl)(Cl)([Cl:13])=O.CN(C)C1C=CC=CC=1. No catalyst specified. The product is [Cl:13][C:2]1[N:7]2[N:8]=[CH:9][CH:10]=[C:6]2[N:5]=[CH:4][CH:3]=1. The yield is 0.650. (4) The reactants are [CH3:1][C:2]1[CH:7]=[C:6]([C:8]2[S:9][C:10]3[CH:18]=[CH:17][CH:16]=[CH:15][C:11]=3[C:12](=[O:14])[N:13]=2)[N:5]=[C:4]([CH2:19][CH2:20][C:21]([O:23]C(C)(C)C)=[O:22])[CH:3]=1. The catalyst is FC(F)(F)C(O)=O. The product is [CH3:1][C:2]1[CH:7]=[C:6]([C:8]2[S:9][C:10]3[CH:18]=[CH:17][CH:16]=[CH:15][C:11]=3[C:12](=[O:14])[N:13]=2)[N:5]=[C:4]([CH2:19][CH2:20][C:21]([OH:23])=[O:22])[CH:3]=1. The yield is 0.870. (5) The reactants are [OH:1][C:2]1[CH:3]=[C:4]2[C:9](=[CH:10][C:11]=1[O:12][CH3:13])[N:8]=[CH:7][NH:6][C:5]2=[O:14].[C:15](OC(=O)C)(=[O:17])[CH3:16].N1C=CC=CC=1. The catalyst is O. The product is [C:15]([O:1][C:2]1[CH:3]=[C:4]2[C:9](=[CH:10][C:11]=1[O:12][CH3:13])[N:8]=[CH:7][NH:6][C:5]2=[O:14])(=[O:17])[CH3:16]. The yield is 0.500. (6) The reactants are [NH2:1][C:2]1[CH:7]=[CH:6][C:5]([Cl:8])=[C:4](Br)[N:3]=1.[C:10]1([S:16]([N:19]2[C:27]3[C:22](=[CH:23][CH:24]=[CH:25][CH:26]=3)[C:21](B(O)O)=[CH:20]2)(=[O:18])=[O:17])[CH:15]=[CH:14][CH:13]=[CH:12][CH:11]=1.C([O-])([O-])=O.[Cs+].[Cs+].O1CCOCC1.O. The catalyst is CCOC(C)=O.C([O-])(O)=O.[Na+].C1C=CC([P]([Pd]([P](C2C=CC=CC=2)(C2C=CC=CC=2)C2C=CC=CC=2)([P](C2C=CC=CC=2)(C2C=CC=CC=2)C2C=CC=CC=2)[P](C2C=CC=CC=2)(C2C=CC=CC=2)C2C=CC=CC=2)(C2C=CC=CC=2)C2C=CC=CC=2)=CC=1. The product is [Cl:8][C:5]1[CH:6]=[CH:7][C:2]([NH2:1])=[N:3][C:4]=1[C:21]1[C:22]2[C:27](=[CH:26][CH:25]=[CH:24][CH:23]=2)[N:19]([S:16]([C:10]2[CH:15]=[CH:14][CH:13]=[CH:12][CH:11]=2)(=[O:18])=[O:17])[CH:20]=1. The yield is 0.940.